Dataset: Peptide-MHC class II binding affinity with 134,281 pairs from IEDB. Task: Regression. Given a peptide amino acid sequence and an MHC pseudo amino acid sequence, predict their binding affinity value. This is MHC class II binding data. (1) The peptide sequence is DDGRNIAWDNDKLES. The MHC is DRB1_0405 with pseudo-sequence DRB1_0405. The binding affinity (normalized) is 0.0449. (2) The peptide sequence is LGNVLINESFGVEPV. The MHC is DRB1_1501 with pseudo-sequence DRB1_1501. The binding affinity (normalized) is 0.592. (3) The peptide sequence is MLLDNMEVRGGMVAP. The MHC is HLA-DQA10201-DQB10301 with pseudo-sequence HLA-DQA10201-DQB10301. The binding affinity (normalized) is 0.744. (4) The peptide sequence is YDKFLANVSTVLHGK. The MHC is DRB1_1101 with pseudo-sequence DRB1_1101. The binding affinity (normalized) is 0.601.